This data is from Forward reaction prediction with 1.9M reactions from USPTO patents (1976-2016). The task is: Predict the product of the given reaction. (1) Given the reactants Cl[C:2]1[C:7]2[C:8](=[O:22])[N:9]([CH2:11][C:12]3[CH:17]=[CH:16][C:15]([O:18][CH3:19])=[CH:14][C:13]=3[O:20][CH3:21])[CH2:10][C:6]=2[C:5]([F:23])=[C:4]([NH:24][C@@H:25]2[CH2:30][CH2:29][CH2:28][CH2:27][C@@H:26]2[NH:31][C:32](=[O:38])[O:33][C:34]([CH3:37])([CH3:36])[CH3:35])[N:3]=1.CC1(C)C(C)(C)OB([C:47]2[CH:48]=[N:49][N:50]3[CH:55]=[CH:54][CH:53]=[CH:52][C:51]=23)O1.C(=O)([O-])[O-].[Na+].[Na+], predict the reaction product. The product is: [CH3:21][O:20][C:13]1[CH:14]=[C:15]([O:18][CH3:19])[CH:16]=[CH:17][C:12]=1[CH2:11][N:9]1[CH2:10][C:6]2[C:5]([F:23])=[C:4]([NH:24][C@@H:25]3[CH2:30][CH2:29][CH2:28][CH2:27][C@@H:26]3[NH:31][C:32](=[O:38])[O:33][C:34]([CH3:37])([CH3:36])[CH3:35])[N:3]=[C:2]([C:47]3[CH:48]=[N:49][N:50]4[CH:55]=[CH:54][CH:53]=[CH:52][C:51]=34)[C:7]=2[C:8]1=[O:22]. (2) Given the reactants [N+:1]([C:4]1[C:10]([OH:11])=[CH:9][CH:8]=[CH:7][C:5]=1[OH:6])([O-:3])=[O:2].N1C=CC=C[CH:13]=1.[C:18](OC(=O)C)(=[O:20])[CH3:19], predict the reaction product. The product is: [C:18]([O:6][C:5]1[CH:7]=[CH:8][CH:9]=[C:10]([O:11][CH3:13])[C:4]=1[N+:1]([O-:3])=[O:2])(=[O:20])[CH3:19]. (3) Given the reactants [CH3:1][O:2][C@@H:3]1[C@@H:7]([O:8][N+:9]([O-:11])=[O:10])[CH2:6][C@H:5]([C:12]([OH:14])=[O:13])[CH2:4]1.[C:15](Cl)(=O)[C:16]([Cl:18])=O.C(=O)C, predict the reaction product. The product is: [CH3:1][O:2][C@@H:3]1[C@@H:7]([O:8][N+:9]([O-:11])=[O:10])[CH2:6][C@H:5]([C:12]([O:14][CH:16]([Cl:18])[CH3:15])=[O:13])[CH2:4]1.